From a dataset of Peptide-MHC class II binding affinity with 134,281 pairs from IEDB. Regression. Given a peptide amino acid sequence and an MHC pseudo amino acid sequence, predict their binding affinity value. This is MHC class II binding data. (1) The MHC is DRB1_1101 with pseudo-sequence DRB1_1101. The binding affinity (normalized) is 0. The peptide sequence is LQLQPFPQPQLPYPQPQLPYPQPQLPYPQPQPF. (2) The peptide sequence is VEKSQLLNEFNNLYA. The MHC is DRB1_0405 with pseudo-sequence DRB1_0405. The binding affinity (normalized) is 0.587. (3) The peptide sequence is PQDLELSWNLNGLQAY. The MHC is HLA-DQA10301-DQB10302 with pseudo-sequence HLA-DQA10301-DQB10302. The binding affinity (normalized) is 0.306. (4) The peptide sequence is LAAAAAWDALAAELY. The MHC is HLA-DQA10501-DQB10201 with pseudo-sequence HLA-DQA10501-DQB10201. The binding affinity (normalized) is 1.00. (5) The peptide sequence is AAATAGTTVYGAFAA. The MHC is HLA-DPA10103-DPB10301 with pseudo-sequence HLA-DPA10103-DPB10301. The binding affinity (normalized) is 0.0773. (6) The peptide sequence is LKLFMAFVAFLRFLT. The MHC is DRB1_1501 with pseudo-sequence DRB1_1501. The binding affinity (normalized) is 0.398. (7) The peptide sequence is NKIKQKTKQIGNRPG. The MHC is DRB1_0701 with pseudo-sequence DRB1_0701. The binding affinity (normalized) is 0. (8) The peptide sequence is ILQFGDILGLEDDLN. The MHC is DRB1_0101 with pseudo-sequence DRB1_0101. The binding affinity (normalized) is 0.603.